From a dataset of Reaction yield outcomes from USPTO patents with 853,638 reactions. Predict the reaction yield, written as a fraction of the theoretical maximum amount of product (1.0 means a 100% yield; for example, 0.34 means a 34% yield). (1) The reactants are [Cl:1][C:2]1[CH:8]=[CH:7][C:5]([NH2:6])=[C:4]([F:9])[CH:3]=1.[I:10]I. The catalyst is C(O)C.C(Cl)Cl.S([O-])([O-])(=O)=O.[Ag+2]. The product is [Cl:1][C:2]1[CH:8]=[C:7]([I:10])[C:5]([NH2:6])=[C:4]([F:9])[CH:3]=1. The yield is 0.980. (2) The reactants are F[C:2]1[CH:7]=[C:6]([C:8]2[CH:9]=[C:10]([CH:12]=[CH:13][C:14]=2[CH3:15])[NH2:11])[CH:5]=[C:4]([F:16])[N:3]=1.[CH3:17][CH2:18][N:19](C(C)C)[CH:20]([CH3:22])[CH3:21].CS(C)=[O:28]. No catalyst specified. The product is [F:16][C:4]1[CH:5]=[C:6]([C:8]2[CH:9]=[C:10]([CH:12]=[CH:13][C:14]=2[CH3:15])[NH2:11])[CH:7]=[C:2]([N:19]2[CH2:18][CH2:17][O:28][CH2:21][C@H:20]2[CH3:22])[N:3]=1. The yield is 0.900. (3) The reactants are [F:1][C:2]1[CH:7]=[C:6]([F:8])[CH:5]=[CH:4][C:3]=1[C:9]1[O:13][N:12]=[CH:11][C:10]=1[CH2:14][CH2:15][C:16](OC)=[O:17].[H-].C([Al+]CC(C)C)C(C)C.Cl. The product is [F:1][C:2]1[CH:7]=[C:6]([F:8])[CH:5]=[CH:4][C:3]=1[C:9]1[O:13][N:12]=[CH:11][C:10]=1[CH2:14][CH2:15][CH2:16][OH:17]. The yield is 0.680. The catalyst is O1CCCC1. (4) The reactants are C([O:3][C:4]([C:6]1[N:7]([CH2:16][CH3:17])[N:8]=[CH:9][C:10]=1[C:11]([O:13][CH2:14][CH3:15])=[O:12])=[O:5])C.[OH-].[Na+]. No catalyst specified. The product is [CH2:14]([O:13][C:11]([C:10]1[CH:9]=[N:8][N:7]([CH2:16][CH3:17])[C:6]=1[C:4]([OH:5])=[O:3])=[O:12])[CH3:15]. The yield is 0.810. (5) The reactants are [Cl:1][C:2]1[CH:3]=[N+:4]([O-:25])[CH:5]=[C:6]([Cl:24])[C:7]=1[CH2:8][CH:9]([C:11]1[CH:16]=[CH:15][C:14]([O:17][CH3:18])=[C:13]([O:19][CH2:20][CH:21]2[CH2:23][CH2:22]2)[CH:12]=1)[OH:10].C(Cl)CCl.[CH3:30][N:31]([CH3:51])[C:32]([C:34]1[CH:35]=[C:36]([S:40]([N:43]2[CH2:47][CH2:46][S:45][C@H:44]2[C:48](O)=[O:49])(=[O:42])=[O:41])[CH:37]=[CH:38][CH:39]=1)=[O:33]. The catalyst is CN(C1C=CN=CC=1)C.C(Cl)Cl. The product is [Cl:24][C:6]1[CH:5]=[N+:4]([O-:25])[CH:3]=[C:2]([Cl:1])[C:7]=1[CH2:8][CH:9]([C:11]1[CH:16]=[CH:15][C:14]([O:17][CH3:18])=[C:13]([O:19][CH2:20][CH:21]2[CH2:23][CH2:22]2)[CH:12]=1)[O:10][C:48]([C@H:44]1[N:43]([S:40]([C:36]2[CH:37]=[CH:38][CH:39]=[C:34]([C:32](=[O:33])[N:31]([CH3:30])[CH3:51])[CH:35]=2)(=[O:42])=[O:41])[CH2:47][CH2:46][S:45]1)=[O:49]. The yield is 0.410. (6) The reactants are [CH3:1][O:2][C:3]([C:5]1([C:8]2[CH:13]=[CH:12][C:11]([O:14]C)=[C:10]([N+:16]([O-:18])=[O:17])[CH:9]=2)[CH2:7][CH2:6]1)=[O:4].B(Br)(Br)Br.O. The catalyst is C(Cl)Cl. The product is [CH3:1][O:2][C:3]([C:5]1([C:8]2[CH:13]=[CH:12][C:11]([OH:14])=[C:10]([N+:16]([O-:18])=[O:17])[CH:9]=2)[CH2:6][CH2:7]1)=[O:4]. The yield is 0.780. (7) The reactants are [CH:1]1([NH:4][C:5]([NH:7][C:8]2[CH:13]=[CH:12][C:11]([O:14][C:15]3[CH:20]=[CH:19][N:18]=[C:17]4[CH:21]=[C:22]([C:24]5[N:25]([CH3:35])[C:26]([CH2:29][NH:30][CH2:31][CH2:32][O:33][CH3:34])=[CH:27][N:28]=5)[S:23][C:16]=34)=[C:10]([F:36])[CH:9]=2)=[O:6])[CH2:3][CH2:2]1.[CH3:37][S:38](Cl)(=[O:40])=[O:39].CCN(C(C)C)C(C)C. The catalyst is C(Cl)Cl.CCOC(C)=O. The product is [CH:1]1([NH:4][C:5](=[O:6])[NH:7][C:8]2[CH:13]=[CH:12][C:11]([O:14][C:15]3[CH:20]=[CH:19][N:18]=[C:17]4[CH:21]=[C:22]([C:24]5[N:25]([CH3:35])[C:26]([CH2:29][N:30]([CH2:31][CH2:32][O:33][CH3:34])[S:38]([CH3:37])(=[O:40])=[O:39])=[CH:27][N:28]=5)[S:23][C:16]=34)=[C:10]([F:36])[CH:9]=2)[CH2:3][CH2:2]1. The yield is 0.480. (8) The reactants are [C-:1]#[N:2].[Na+].[N:4]1[CH:9]=[CH:8][CH:7]=[C:6]([CH:10]=[O:11])[CH:5]=1.[C:12](Cl)(=[O:19])[C:13]1[CH:18]=[CH:17][CH:16]=[CH:15][CH:14]=1. The catalyst is O.C(Cl)Cl.C(OCC)(=O)C. The product is [C:1]([CH:10]([O:11][C:12](=[O:19])[C:13]1[CH:18]=[CH:17][CH:16]=[CH:15][CH:14]=1)[C:6]1[CH:5]=[N:4][CH:9]=[CH:8][CH:7]=1)#[N:2]. The yield is 0.950. (9) The reactants are [NH2:1][C:2]1[CH:3]=[C:4]([OH:12])[C:5](=[CH:10][CH:11]=1)[C:6]([O:8][CH3:9])=[O:7].[Cl:13][C:14]1[S:18][C:17]([CH3:19])=[C:16]([S:20](Cl)(=[O:22])=[O:21])[CH:15]=1. No catalyst specified. The product is [Cl:13][C:14]1[S:18][C:17]([CH3:19])=[C:16]([S:20]([NH:1][C:2]2[CH:11]=[CH:10][C:5]([C:6]([O:8][CH3:9])=[O:7])=[C:4]([OH:12])[CH:3]=2)(=[O:22])=[O:21])[CH:15]=1. The yield is 0.170.